Predict the product of the given reaction. From a dataset of Forward reaction prediction with 1.9M reactions from USPTO patents (1976-2016). (1) Given the reactants [NH2:1][C:2]1[CH:14]=[C:13]2[C:5]([C:6]3[CH:7]=[C:8]([C:22]4[C:23]([CH3:28])=[N:24][O:25][C:26]=4[CH3:27])[CH:9]=[C:10]([C:19]([NH2:21])=[O:20])[C:11]=3[N:12]2[CH2:15][CH:16]2[CH2:18][CH2:17]2)=[CH:4][CH:3]=1.C([O-])([O-])=O.[Na+].[Na+].Cl[CH2:36][CH2:37][O:38][CH2:39][CH2:40]Cl, predict the reaction product. The product is: [CH:16]1([CH2:15][N:12]2[C:11]3[C:10]([C:19]([NH2:21])=[O:20])=[CH:9][C:8]([C:22]4[C:23]([CH3:28])=[N:24][O:25][C:26]=4[CH3:27])=[CH:7][C:6]=3[C:5]3[C:13]2=[CH:14][C:2]([N:1]2[CH2:40][CH2:39][O:38][CH2:37][CH2:36]2)=[CH:3][CH:4]=3)[CH2:18][CH2:17]1. (2) Given the reactants Br[C:2]1[CH:3]=[CH:4][C:5]2[O:14][C:13]3[CH2:12][CH2:11][N:10]([C:15]([O:17][C:18]([CH3:21])([CH3:20])[CH3:19])=[O:16])[CH2:9][C:8]=3[C:6]=2[CH:7]=1.[C:22]1([S:32]([O-:34])=[O:33])[C:31]2[C:26](=[CH:27][CH:28]=[CH:29][CH:30]=2)[CH:25]=[CH:24][CH:23]=1.[Na+], predict the reaction product. The product is: [C:22]1([S:32]([C:2]2[CH:3]=[CH:4][C:5]3[O:14][C:13]4[CH2:12][CH2:11][N:10]([C:15]([O:17][C:18]([CH3:21])([CH3:20])[CH3:19])=[O:16])[CH2:9][C:8]=4[C:6]=3[CH:7]=2)(=[O:34])=[O:33])[C:31]2[C:26](=[CH:27][CH:28]=[CH:29][CH:30]=2)[CH:25]=[CH:24][CH:23]=1. (3) The product is: [C:28]([O:32][C:33]1[CH:34]=[CH:35][C:36]([C:37]([NH:27][C@H:24]2[CH2:25][CH2:26][C@H:21]([CH2:20][CH2:19][N:16]3[CH2:17][CH2:18][N:13]([C:8]4[C:7]5[CH2:6][CH2:5][O:4][C:12]=5[CH:11]=[CH:10][N:9]=4)[CH2:14][CH2:15]3)[CH2:22][CH2:23]2)=[O:38])=[CH:40][CH:41]=1)([CH3:31])([CH3:29])[CH3:30]. Given the reactants Cl.Cl.Cl.[O:4]1[C:12]2[CH:11]=[CH:10][N:9]=[C:8]([N:13]3[CH2:18][CH2:17][N:16]([CH2:19][CH2:20][C@H:21]4[CH2:26][CH2:25][C@H:24]([NH2:27])[CH2:23][CH2:22]4)[CH2:15][CH2:14]3)[C:7]=2[CH2:6][CH2:5]1.[C:28]([O:32][C:33]1[CH:41]=[CH:40][C:36]([C:37](O)=[O:38])=[CH:35][CH:34]=1)([CH3:31])([CH3:30])[CH3:29], predict the reaction product. (4) Given the reactants [NH:1]1[CH:5]=[CH:4][C:3]([O:6][CH2:7][C:8]2[C:13]([CH3:14])=[CH:12][CH:11]=[CH:10][C:9]=2[N:15]2[C:19](=[O:20])[N:18]([CH3:21])[N:17]=[N:16]2)=[N:2]1.B(O)(O)[C:23]1[CH:28]=[CH:27][C:26]2[O:29][CH2:30][O:31][C:25]=2[CH:24]=1.N1C=CC=CC=1, predict the reaction product. The product is: [CH2:30]1[O:31][C:25]2[CH:24]=[CH:23][C:28]([N:1]3[CH:5]=[CH:4][C:3]([O:6][CH2:7][C:8]4[C:13]([CH3:14])=[CH:12][CH:11]=[CH:10][C:9]=4[N:15]4[C:19](=[O:20])[N:18]([CH3:21])[N:17]=[N:16]4)=[N:2]3)=[CH:27][C:26]=2[O:29]1.